Dataset: Reaction yield outcomes from USPTO patents with 853,638 reactions. Task: Predict the reaction yield, written as a fraction of the theoretical maximum amount of product (1.0 means a 100% yield; for example, 0.34 means a 34% yield). (1) The yield is 0.380. The reactants are [N:1]1([CH2:6][CH2:7][CH2:8][O:9][C:10]2[CH:15]=[CH:14][C:13]([C:16]3([CH2:22][NH2:23])[CH2:21][CH2:20][O:19][CH2:18][CH2:17]3)=[CH:12][CH:11]=2)[CH2:5][CH2:4][CH2:3][CH2:2]1.CCN(C(C)C)C(C)C.Cl.C(O[C:37]1[CH:42]=[CH:41][N:40]=[CH:39][C:38]=1[N+:43]([O-:45])=[O:44])C. The catalyst is C(#N)C. The product is [N+:43]([C:38]1[CH:39]=[N:40][CH:41]=[CH:42][C:37]=1[NH:23][CH2:22][C:16]1([C:13]2[CH:14]=[CH:15][C:10]([O:9][CH2:8][CH2:7][CH2:6][N:1]3[CH2:5][CH2:4][CH2:3][CH2:2]3)=[CH:11][CH:12]=2)[CH2:17][CH2:18][O:19][CH2:20][CH2:21]1)([O-:45])=[O:44]. (2) The reactants are Br[CH2:2][CH2:3][O:4][C:5]1[CH:6]=[CH:7][C:8]([Cl:30])=[C:9]([CH:29]=1)[C:10]([NH:12][C:13](=[O:28])[NH:14][C:15]1[S:16][C:17]2[CH:23]=[C:22]([S:24]([CH3:27])(=[O:26])=[O:25])[CH:21]=[CH:20][C:18]=2[N:19]=1)=[O:11].[CH3:31][NH:32][CH3:33]. The catalyst is CC#N. The product is [Cl:30][C:8]1[CH:7]=[CH:6][C:5]([O:4][CH2:3][CH2:2][N:32]([CH3:33])[CH3:31])=[CH:29][C:9]=1[C:10]([NH:12][C:13](=[O:28])[NH:14][C:15]1[S:16][C:17]2[CH:23]=[C:22]([S:24]([CH3:27])(=[O:26])=[O:25])[CH:21]=[CH:20][C:18]=2[N:19]=1)=[O:11]. The yield is 0.0600.